From a dataset of Full USPTO retrosynthesis dataset with 1.9M reactions from patents (1976-2016). Predict the reactants needed to synthesize the given product. (1) Given the product [Br:1][C:2]1[C:9]([O:10][CH3:11])=[CH:8][C:5]([CH:6]([C:15]2[CH:20]=[CH:19][CH:18]=[CH:17][CH:16]=2)[OH:7])=[C:4]([N+:12]([O-:14])=[O:13])[CH:3]=1, predict the reactants needed to synthesize it. The reactants are: [Br:1][C:2]1[C:9]([O:10][CH3:11])=[CH:8][C:5]([CH:6]=[O:7])=[C:4]([N+:12]([O-:14])=[O:13])[CH:3]=1.[C:15]1([Mg]Br)[CH:20]=[CH:19][CH:18]=[CH:17][CH:16]=1. (2) Given the product [CH3:15][C:13]1[CH:12]=[C:11]([S:16]([N:4]2[CH:5]=[CH:6][CH:7]=[C:3]2[CH2:1][CH3:2])(=[O:17])=[O:18])[CH:10]=[C:9]([CH3:8])[CH:14]=1, predict the reactants needed to synthesize it. The reactants are: [CH2:1]([C:3]1[NH:4][CH:5]=[CH:6][CH:7]=1)[CH3:2].[CH3:8][C:9]1[CH:10]=[C:11]([S:16](Cl)(=[O:18])=[O:17])[CH:12]=[C:13]([CH3:15])[CH:14]=1.[H-].[Na+]. (3) Given the product [ClH:27].[F:25][C:24]1[C:17]2[NH:16][C:15](=[O:26])[N:14]([CH:11]3[CH2:10][CH2:9][NH:8][CH2:13][CH2:12]3)[CH2:20][CH2:19][C:18]=2[CH:21]=[CH:22][CH:23]=1, predict the reactants needed to synthesize it. The reactants are: C([N:8]1[CH2:13][CH2:12][CH:11]([N:14]2[CH2:20][CH2:19][C:18]3[CH:21]=[CH:22][CH:23]=[C:24]([F:25])[C:17]=3[NH:16][C:15]2=[O:26])[CH2:10][CH2:9]1)C1C=CC=CC=1.[Cl:27]C(OC(Cl)C)=O. (4) The reactants are: CC1C=CC(S(O[CH2:12][CH:13]2[CH2:17][C:16]3[CH:18]=[CH:19][CH:20]=[C:21]([C:22]4[CH:27]=[CH:26][CH:25]=[CH:24][C:23]=4[O:28][CH3:29])[C:15]=3[O:14]2)(=O)=O)=CC=1.[CH3:30][NH2:31]. Given the product [CH3:30][NH:31][CH2:12][CH:13]1[CH2:17][C:16]2[CH:18]=[CH:19][CH:20]=[C:21]([C:22]3[CH:27]=[CH:26][CH:25]=[CH:24][C:23]=3[O:28][CH3:29])[C:15]=2[O:14]1, predict the reactants needed to synthesize it. (5) Given the product [Br:12][C:9]1[CH:10]=[C:11]2[C:6](=[CH:7][C:8]=1[O:13][CH3:14])[N:5]=[N:4][C:3]([C:15]([OH:16])=[O:21])=[C:2]2[OH:23], predict the reactants needed to synthesize it. The reactants are: N[C:2]1[C:11]2[C:6](=[CH:7][C:8]([O:13][CH3:14])=[C:9]([Br:12])[CH:10]=2)[N:5]=[N:4][C:3]=1[C:15](N)=[O:16].C(O)C.[OH-:21].[K+].[OH2:23]. (6) Given the product [ClH:30].[C:26]([CH2:25][O:24][C:18]1[CH:17]=[C:16]([CH:21]=[C:20]([O:22][CH3:23])[CH:19]=1)[C:15]([NH:14][CH:11]1[CH2:10][CH2:9][NH:8][CH2:13][CH2:12]1)=[O:29])(=[O:28])[NH2:27], predict the reactants needed to synthesize it. The reactants are: C(OC([N:8]1[CH2:13][CH2:12][CH:11]([NH:14][C:15](=[O:29])[C:16]2[CH:21]=[C:20]([O:22][CH3:23])[CH:19]=[C:18]([O:24][CH2:25][C:26](=[O:28])[NH2:27])[CH:17]=2)[CH2:10][CH2:9]1)=O)(C)(C)C.[ClH:30].O1CCOCC1. (7) Given the product [F:12][C:13]([F:24])([F:23])[C:14]1[CH:19]=[C:18]([C:2]2[CH:3]=[C:4]([CH:9]=[CH:10][N:11]=2)[C:5]([O:7][CH3:8])=[O:6])[CH:17]=[CH:16][CH:15]=1, predict the reactants needed to synthesize it. The reactants are: Br[C:2]1[CH:3]=[C:4]([CH:9]=[CH:10][N:11]=1)[C:5]([O:7][CH3:8])=[O:6].[F:12][C:13]([F:24])([F:23])[C:14]1[CH:15]=[C:16](B(O)O)[CH:17]=[CH:18][CH:19]=1.C(=O)([O-])[O-].[K+].[K+].O.